From a dataset of Reaction yield outcomes from USPTO patents with 853,638 reactions. Predict the reaction yield, written as a fraction of the theoretical maximum amount of product (1.0 means a 100% yield; for example, 0.34 means a 34% yield). (1) The reactants are [NH2:1][C@H:2]([C:4]([OH:6])=[O:5])[CH3:3].[OH-].[K+].[Cl:9][C:10]1[CH:18]=[CH:17][C:13]([C:14](Cl)=[O:15])=[CH:12][CH:11]=1.Cl. The catalyst is O. The product is [Cl:9][C:10]1[CH:18]=[CH:17][C:13]([C:14]([NH:1][CH:2]([CH3:3])[C:4]([OH:6])=[O:5])=[O:15])=[CH:12][CH:11]=1. The yield is 0.850. (2) The reactants are [CH2:1]([N:3]([CH2:18][CH3:19])[C:4]([C:6]1[CH:15]=[CH:14][C:13]2[C:8](=[CH:9][CH:10]=[CH:11][CH:12]=2)[C:7]=1OC)=[O:5])[CH3:2].CC(C[AlH]CC(C)C)C. The catalyst is C1(C)C=CC=CC=1. The product is [CH2:18]([N:3]([CH2:1][CH3:2])[C:4]([C:6]1[CH:15]=[CH:14][C:13]2[C:8](=[CH:9][CH:10]=[CH:11][CH:12]=2)[CH:7]=1)=[O:5])[CH3:19]. The yield is 0.830. (3) The reactants are [Br:1][C:2]1[CH:10]=[CH:9][C:5]([C:6]([OH:8])=[O:7])=[C:4]([Cl:11])[CH:3]=1.C(OC(O[C:15]([CH3:18])([CH3:17])[CH3:16])=O)(O[C:15]([CH3:18])([CH3:17])[CH3:16])=O.CCN(CC)CC. The catalyst is C1COCC1.CN(C)C1C=CN=CC=1.CCOC(C)=O. The product is [Br:1][C:2]1[CH:10]=[CH:9][C:5]([C:6]([O:8][C:15]([CH3:18])([CH3:17])[CH3:16])=[O:7])=[C:4]([Cl:11])[CH:3]=1. The yield is 0.510. (4) The reactants are [N:1](=[C:3]1[CH2:8][CH2:7][C@H:6]2[C@H:9]3[C@H:19]([CH2:20][CH2:21][C@:4]12[CH3:5])[C@:17]1([CH3:18])[C:12]([CH2:13][C@@H:14]([OH:22])[CH2:15][CH2:16]1)=[CH:11][CH2:10]3)[OH:2].C1(N=C=NC2CCCCC2)CCCCC1.[OH:38][C:39]1[CH:47]=[CH:46][C:42]([C:43](O)=[O:44])=[CH:41][CH:40]=1. The catalyst is ClCCl. The product is [OH:38][C:39]1[CH:47]=[CH:46][C:42]([C:43]([O:22][C@H:14]2[CH2:15][CH2:16][C@@:17]3([CH3:18])[C:12](=[CH:11][CH2:10][C@@H:9]4[C@@H:19]3[CH2:20][CH2:21][C@@:4]3([CH3:5])[C@H:6]4[CH2:7][CH2:8][C:3]3=[N:1][OH:2])[CH2:13]2)=[O:44])=[CH:41][CH:40]=1. The yield is 0.620. (5) The reactants are [CH3:1][C:2]1([CH3:21])[C:8]2[CH:9]=[C:10]([C:13]3[NH:17][C:16]([C:18]#[N:19])=[CH:15][CH:14]=3)[CH:11]=[CH:12][C:7]=2[NH:6][C:5](=O)[CH2:4][O:3]1.COC1C=CC(P2(SP(C3C=CC(OC)=CC=3)(=S)S2)=[S:31])=CC=1. The catalyst is C1(C)C=CC=CC=1.C1COCC1. The product is [CH3:1][C:2]1([CH3:21])[C:8]2[CH:9]=[C:10]([C:13]3[NH:17][C:16]([C:18]#[N:19])=[CH:15][CH:14]=3)[CH:11]=[CH:12][C:7]=2[NH:6][C:5](=[S:31])[CH2:4][O:3]1. The yield is 0.600.